This data is from CYP2D6 inhibition data for predicting drug metabolism from PubChem BioAssay. The task is: Regression/Classification. Given a drug SMILES string, predict its absorption, distribution, metabolism, or excretion properties. Task type varies by dataset: regression for continuous measurements (e.g., permeability, clearance, half-life) or binary classification for categorical outcomes (e.g., BBB penetration, CYP inhibition). Dataset: cyp2d6_veith. (1) The compound is Cc1cccc(OCC(=O)N/N=C\C=C\c2ccc3c(c2)OCO3)c1C. The result is 0 (non-inhibitor). (2) The drug is CC(=O)Nc1ccc(C2=NN(CC#N)C(=O)SC2)cc1. The result is 0 (non-inhibitor). (3) The drug is COc1ccc2c(=O)c(-c3ccccc3)c(C)oc2c1. The result is 0 (non-inhibitor). (4) The molecule is NS(=O)(=O)c1cc2c(cc1Cl)N[C@@H](C(Cl)Cl)NS2(=O)=O. The result is 0 (non-inhibitor). (5) The drug is OC[C@@H]1O[C@@H](n2cnc3c(SCc4ccccc4)ncnc32)[C@@H](O)[C@H]1O. The result is 0 (non-inhibitor). (6) The compound is Cc1cccc(NC(=O)Cn2c(=O)n3nc(CCn4nc(C)cc4C)nc3c3ccccc32)c1. The result is 1 (inhibitor). (7) The drug is CN1CCN(c2ncc3nc(-c4cn(C)c5ccccc45)c(=O)n(CCc4ccccc4)c3n2)CC1. The result is 0 (non-inhibitor). (8) The molecule is NCc1ccc(S(N)(=O)=O)cc1. The result is 0 (non-inhibitor). (9) The drug is Nc1nc(=S)[nH]c2c1C1(CCCC1)Cc1ccccc1-2. The result is 0 (non-inhibitor). (10) The molecule is CN(C)C(=O)Oc1ccc[n+](C)c1. The result is 0 (non-inhibitor).